From a dataset of Catalyst prediction with 721,799 reactions and 888 catalyst types from USPTO. Predict which catalyst facilitates the given reaction. (1) Reactant: [C:1]([C:4]1[CH:9]=[CH:8][CH:7]=[CH:6][C:5]=1[C:10]1[C:11]([C:36]([O:38]C)=[O:37])=[CH:12][C:13]([C:16]2[CH:17]=[CH:18][C:19]3[O:23][C:22]([C:24]4[CH:29]=[CH:28][C:27]([F:30])=[CH:26][CH:25]=4)=[C:21]([C:31](=[O:34])[NH:32][CH3:33])[C:20]=3[CH:35]=2)=[CH:14][CH:15]=1)(=[O:3])[NH2:2].CO.[OH-].[Na+].Cl. Product: [C:1]([C:4]1[CH:9]=[CH:8][CH:7]=[CH:6][C:5]=1[C:10]1[C:11]([C:36]([OH:38])=[O:37])=[CH:12][C:13]([C:16]2[CH:17]=[CH:18][C:19]3[O:23][C:22]([C:24]4[CH:29]=[CH:28][C:27]([F:30])=[CH:26][CH:25]=4)=[C:21]([C:31](=[O:34])[NH:32][CH3:33])[C:20]=3[CH:35]=2)=[CH:14][CH:15]=1)(=[O:3])[NH2:2]. The catalyst class is: 476. (2) Reactant: [F:1][C:2]1[C:34]([O:35][CH3:36])=[CH:33][C:32]([C:37](=[O:40])[NH:38][CH3:39])=[CH:31][C:3]=1[CH2:4][CH2:5][C:6]1[CH:7]=[N:8][C:9]([NH:12][C:13]2[CH:14]=[N:15][N:16]([C@@H:18]3[CH2:23][CH2:22][CH2:21][N:20](C(OC(C)(C)C)=O)[CH2:19]3)[CH:17]=2)=[N:10][CH:11]=1. Product: [F:1][C:2]1[C:3]([CH2:4][CH2:5][C:6]2[CH:7]=[N:8][C:9]([NH:12][C:13]3[CH:14]=[N:15][N:16]([C@@H:18]4[CH2:23][CH2:22][CH2:21][NH:20][CH2:19]4)[CH:17]=3)=[N:10][CH:11]=2)=[CH:31][C:32]([C:37]([NH:38][CH3:39])=[O:40])=[CH:33][C:34]=1[O:35][CH3:36]. The catalyst class is: 240. (3) Reactant: Br[C:2]1[C:7]([C:8]([F:11])([F:10])[F:9])=[CH:6][C:5]([NH:12][C:13]2[N:17]=[C:16]([NH2:18])[NH:15][N:14]=2)=[CH:4][C:3]=1[Cl:19].[OH:20][CH2:21][CH2:22][NH:23][S:24]([C:27]1[CH:32]=[CH:31][C:30](B(O)O)=[CH:29][CH:28]=1)(=[O:26])=[O:25].O1CCOCC1.C(=O)([O-])[O-].[K+].[K+]. Product: [OH:20][CH2:21][CH2:22][NH:23][S:24]([C:27]1[CH:32]=[CH:31][C:30]([C:2]2[C:7]([C:8]([F:11])([F:10])[F:9])=[CH:6][C:5]([NH:12][C:13]3[N:17]=[C:16]([NH2:18])[NH:15][N:14]=3)=[CH:4][C:3]=2[Cl:19])=[CH:29][CH:28]=1)(=[O:26])=[O:25]. The catalyst class is: 276. (4) Reactant: [NH2:1][C@H:2]([CH3:6])[C:3]([OH:5])=[O:4].CN(C)C(N(C)C)=N.C([O:18][CH2:19][C:20]([F:23])([F:22])[F:21])(=O)C. Product: [F:21][C:20]([F:23])([F:22])[C:19]([NH:1][C@H:2]([CH3:6])[C:3]([OH:5])=[O:4])=[O:18]. The catalyst class is: 5. (5) Reactant: C1(C[O:8][NH:9][C:10](=[O:38])[CH2:11][CH2:12][CH2:13][CH2:14][CH2:15][O:16][C:17]2[CH:18]=[CH:19][C:20]3[N:24]=[C:23]([C:25]4[CH:30]=[CH:29][CH:28]=[CH:27][CH:26]=4)[N:22]([C:31]4[CH:36]=[CH:35][CH:34]=[CH:33][CH:32]=4)[C:21]=3[CH:37]=2)C=CC=CC=1. Product: [OH:8][NH:9][C:10](=[O:38])[CH2:11][CH2:12][CH2:13][CH2:14][CH2:15][O:16][C:17]1[CH:18]=[CH:19][C:20]2[N:24]=[C:23]([C:25]3[CH:26]=[CH:27][CH:28]=[CH:29][CH:30]=3)[N:22]([C:31]3[CH:36]=[CH:35][CH:34]=[CH:33][CH:32]=3)[C:21]=2[CH:37]=1. The catalyst class is: 29. (6) Product: [C:21]([O:20][C:18]([N:15]1[CH2:16][CH2:17][C:11]2[N:10]=[CH:9][NH:8][C:12]=2[CH2:13][CH2:14]1)=[O:19])([CH3:24])([CH3:22])[CH3:23]. Reactant: C(OC([N:8]1[C:12]2[CH2:13][CH2:14][N:15]([C:18]([O:20][C:21]([CH3:24])([CH3:23])[CH3:22])=[O:19])[CH2:16][CH2:17][C:11]=2[N:10]=[CH:9]1)=O)(C)(C)C.[OH-].[Na+]. The catalyst class is: 5. (7) Reactant: CN(C(ON1N=NC2C=CC=CC1=2)=[N+](C)C)C.[B-](F)(F)(F)F.[CH3:23][O:24][C:25]1[CH:49]=[CH:48][C:28]([CH2:29][NH:30][C:31]2[C:40](/[CH:41]=[C:42](\[CH3:46])/[C:43]([OH:45])=O)=[CH:39][C:38]3[C:33](=[CH:34][CH:35]=[C:36]([Br:47])[CH:37]=3)[N:32]=2)=[CH:27][CH:26]=1.[CH3:50][C:51]([CH3:56])([CH3:55])[CH2:52][CH2:53][NH2:54].CCN(C(C)C)C(C)C.C(=O)(O)[O-].[Na+]. Product: [CH3:23][O:24][C:25]1[CH:26]=[CH:27][C:28]([CH2:29][NH:30][C:31]2[C:40](/[CH:41]=[C:42](\[CH3:46])/[C:43]([NH:54][CH2:53][CH2:52][C:51]([CH3:56])([CH3:55])[CH3:50])=[O:45])=[CH:39][C:38]3[C:33](=[CH:34][CH:35]=[C:36]([Br:47])[CH:37]=3)[N:32]=2)=[CH:48][CH:49]=1. The catalyst class is: 514.